This data is from Acute oral toxicity (LD50) regression data from Zhu et al.. The task is: Regression/Classification. Given a drug SMILES string, predict its toxicity properties. Task type varies by dataset: regression for continuous values (e.g., LD50, hERG inhibition percentage) or binary classification for toxic/non-toxic outcomes (e.g., AMES mutagenicity, cardiotoxicity, hepatotoxicity). Dataset: ld50_zhu. (1) The compound is COC(=O)C1CCc2cc(C3CCCCC3)ccc21. The rat oral LD50 is 2.80, given as -log10 of the dose in mol/kg body weight (higher means more acutely toxic). (2) The molecule is CC(C)NNC(=O)COc1ccc(Cl)cc1. The rat oral LD50 is 2.65, given as -log10 of the dose in mol/kg body weight (higher means more acutely toxic). (3) The compound is CCn1c(=O)c2ccccc2n(-c2cccc(C(F)(F)F)c2)c1=O. The rat oral LD50 is 2.35, given as -log10 of the dose in mol/kg body weight (higher means more acutely toxic). (4) The compound is CCCCCCC=NO. The rat oral LD50 is 2.09, given as -log10 of the dose in mol/kg body weight (higher means more acutely toxic).